From a dataset of Tyrosyl-DNA phosphodiesterase HTS with 341,365 compounds. Binary Classification. Given a drug SMILES string, predict its activity (active/inactive) in a high-throughput screening assay against a specified biological target. The drug is S(=O)(=O)(c1nnn2c1nc(NCCc1ccc(cc1)C)c1sccc21)c1ccccc1. The result is 0 (inactive).